Task: Predict which catalyst facilitates the given reaction.. Dataset: Catalyst prediction with 721,799 reactions and 888 catalyst types from USPTO (1) Reactant: [CH:1]1([O:4][C@H:5]2[CH2:9][N:8]([C:10]([O:12][CH2:13][C:14]3[CH:19]=[CH:18][CH:17]=[CH:16][CH:15]=3)=[O:11])[C@H:7]([C:20](OC)=[O:21])[CH2:6]2)[CH2:3][CH2:2]1.[BH4-].[Li+].O.Cl. Product: [CH:1]1([O:4][C@H:5]2[CH2:9][N:8]([C:10]([O:12][CH2:13][C:14]3[CH:19]=[CH:18][CH:17]=[CH:16][CH:15]=3)=[O:11])[C@H:7]([CH2:20][OH:21])[CH2:6]2)[CH2:3][CH2:2]1. The catalyst class is: 7. (2) Reactant: [CH3:1][C:2]1[NH:6][C:5]2[CH:7]=[C:8]([C:11]3[CH:12]=[CH:13][C:14]4[O:20][CH2:19][CH2:18][N:17]([C:21]5[C:30]6[C:25](=[CH:26][CH:27]=[C:28]([O:31]CC7C=CC=CC=7)[CH:29]=6)[N:24]=[CH:23][N:22]=5)[CH2:16][C:15]=4[CH:39]=3)[CH:9]=[CH:10][C:4]=2[N:3]=1. Product: [CH3:1][C:2]1[NH:6][C:5]2[CH:7]=[C:8]([C:11]3[CH:12]=[CH:13][C:14]4[O:20][CH2:19][CH2:18][N:17]([C:21]5[C:30]6[C:25](=[CH:26][CH:27]=[C:28]([OH:31])[CH:29]=6)[N:24]=[CH:23][N:22]=5)[CH2:16][C:15]=4[CH:39]=3)[CH:9]=[CH:10][C:4]=2[N:3]=1. The catalyst class is: 55. (3) Reactant: [CH3:1][O:2][CH2:3][CH2:4][OH:5].[H-].[Na+].Cl[C:9]1[CH:14]=[C:13]([N+:15]([O-])=O)[CH:12]=[CH:11][N:10]=1. Product: [CH3:1][O:2][CH2:3][CH2:4][O:5][C:9]1[CH:14]=[C:13]([NH2:15])[CH:12]=[CH:11][N:10]=1. The catalyst class is: 6. (4) Reactant: [CH2:1]([N:3]1[C:7]2=[N:8][CH:9]=[C:10]([C:19]([NH:21][NH:22]C(OC(C)(C)C)=O)=[O:20])[C:11]([NH:12][CH:13]3[CH2:18][CH2:17][O:16][CH2:15][CH2:14]3)=[C:6]2[CH:5]=[N:4]1)[CH3:2].[ClH:30]. Product: [ClH:30].[ClH:30].[CH2:1]([N:3]1[C:7]2=[N:8][CH:9]=[C:10]([C:19]([NH:21][NH2:22])=[O:20])[C:11]([NH:12][CH:13]3[CH2:14][CH2:15][O:16][CH2:17][CH2:18]3)=[C:6]2[CH:5]=[N:4]1)[CH3:2]. The catalyst class is: 12.